This data is from Reaction yield outcomes from USPTO patents with 853,638 reactions. The task is: Predict the reaction yield, written as a fraction of the theoretical maximum amount of product (1.0 means a 100% yield; for example, 0.34 means a 34% yield). (1) The reactants are [Cl:1][C:2]1[C:7]([N+:8]([O-])=O)=[C:6]([O:11][CH3:12])[N:5]=[C:4]([N:13]2[CH2:18][CH2:17][O:16][CH2:15][CH2:14]2)[CH:3]=1. The catalyst is Cl. The product is [Cl:1][C:2]1[CH:3]=[C:4]([N:13]2[CH2:18][CH2:17][O:16][CH2:15][CH2:14]2)[N:5]=[C:6]([O:11][CH3:12])[C:7]=1[NH2:8]. The yield is 0.610. (2) The catalyst is C1COCC1. The product is [OH:21][CH2:20][CH2:19][NH:18][S:17]([C:4]1[S:3][CH:2]=[C:6]([C:7]2[S:11][C:10]([NH:12][C:13](=[O:15])[CH3:14])=[N:9][C:8]=2[CH3:16])[CH:5]=1)(=[O:23])=[O:22]. The yield is 0.0900. The reactants are Br[C:2]1[S:3][C:4]([S:17](=[O:23])(=[O:22])[NH:18][CH2:19][CH2:20][OH:21])=[CH:5][C:6]=1[C:7]1[S:11][C:10]([NH:12][C:13](=[O:15])[CH3:14])=[N:9][C:8]=1[CH3:16].C([Li])CCC. (3) The product is [BrH:21].[Br:21][CH:9]([C:10]1[CH:11]=[C:12]2[C:17](=[CH:18][CH:19]=1)[N:16]=[CH:15][CH:14]=[CH:13]2)[C:8]([C:6]1[CH:5]=[CH:4][CH:3]=[C:2]([CH3:1])[N:7]=1)=[O:20]. The yield is 0.950. The catalyst is C(O)(=O)C. The reactants are [CH3:1][C:2]1[N:7]=[C:6]([C:8](=[O:20])[CH2:9][C:10]2[CH:11]=[C:12]3[C:17](=[CH:18][CH:19]=2)[N:16]=[CH:15][CH:14]=[CH:13]3)[CH:5]=[CH:4][CH:3]=1.[Br:21]Br. (4) The reactants are [C:1]([O:5][C:6]([N:8]1[CH2:13][CH2:12][C:11](=[O:14])[CH2:10][CH2:9]1)=[O:7])([CH3:4])([CH3:3])[CH3:2].[CH3:15][Mg]Br.O.[Cl-].[NH4+]. The catalyst is C(OCC)C. The product is [C:1]([O:5][C:6]([N:8]1[CH2:9][CH2:10][C:11]([OH:14])([CH3:15])[CH2:12][CH2:13]1)=[O:7])([CH3:4])([CH3:2])[CH3:3]. The yield is 0.970.